Dataset: Catalyst prediction with 721,799 reactions and 888 catalyst types from USPTO. Task: Predict which catalyst facilitates the given reaction. (1) Reactant: COC1C=C(OC)C=CC=1C[N:6]([C:31]1[S:35][N:34]=[CH:33][N:32]=1)[S:7]([C:10]1[CH:15]=[C:14]([F:16])[C:13]([O:17][C@@H:18]2[CH2:23][CH2:22][CH2:21][CH2:20][C@H:19]2[C:24]2[CH:29]=[CH:28][CH:27]=[CH:26][CH:25]=2)=[CH:12][C:11]=1[F:30])(=[O:9])=[O:8].C([SiH](CC)CC)C.FC(F)(F)C(O)=O. The catalyst class is: 4. Product: [F:30][C:11]1[CH:12]=[C:13]([O:17][C@@H:18]2[CH2:23][CH2:22][CH2:21][CH2:20][C@H:19]2[C:24]2[CH:25]=[CH:26][CH:27]=[CH:28][CH:29]=2)[C:14]([F:16])=[CH:15][C:10]=1[S:7]([NH:6][C:31]1[S:35][N:34]=[CH:33][N:32]=1)(=[O:9])=[O:8]. (2) Reactant: [Si]([O:8][C:9]1[CH:17]=[CH:16][CH:15]=[C:14]2[C:10]=1[CH:11]=[CH:12][N:13]2[CH2:18][CH2:19][N:20]([CH2:28][C@H:29]([OH:36])[C:30]1[CH:31]=[N:32][CH:33]=[CH:34][CH:35]=1)[C:21](=[O:27])[O:22][C:23]([CH3:26])([CH3:25])[CH3:24])(C(C)(C)C)(C)C.[F-].C([N+](CCCC)(CCCC)CCCC)CCC. Product: [OH:8][C:9]1[CH:17]=[CH:16][CH:15]=[C:14]2[C:10]=1[CH:11]=[CH:12][N:13]2[CH2:18][CH2:19][N:20]([CH2:28][C@H:29]([OH:36])[C:30]1[CH:31]=[N:32][CH:33]=[CH:34][CH:35]=1)[C:21](=[O:27])[O:22][C:23]([CH3:24])([CH3:26])[CH3:25]. The catalyst class is: 7. (3) Reactant: [CH2:1]([CH:3]1[C:11]2[C:6](=[CH:7][CH:8]=[CH:9][CH:10]=2)[NH:5][C:4]1=[O:12])[CH3:2].C([O-])(=O)C.[Na+].[Br:18]Br. Product: [Br:18][C:9]1[CH:10]=[C:11]2[C:6](=[CH:7][CH:8]=1)[NH:5][C:4](=[O:12])[CH:3]2[CH2:1][CH3:2]. The catalyst class is: 86. (4) The catalyst class is: 10. Reactant: [CH2:1]([C:3]1[CH:11]=[CH:10][C:9]([C:12]2[N:13]([C:23]([O:25][C:26]([CH3:29])([CH3:28])[CH3:27])=[O:24])[C:14]3[C:19]([CH:20]=2)=[CH:18][C:17]([CH:21]=O)=[CH:16][CH:15]=3)=[C:8]2[C:4]=1[CH2:5][NH:6][C:7]2=[O:30])[CH3:2].[CH2:31]([CH2:33][NH2:34])[OH:32].C(O)(=O)C.C(O[BH-](OC(=O)C)OC(=O)C)(=O)C.[Na+].Cl. Product: [CH2:1]([C:3]1[CH:11]=[CH:10][C:9]([C:12]2[N:13]([C:23]([O:25][C:26]([CH3:29])([CH3:28])[CH3:27])=[O:24])[C:14]3[C:19]([CH:20]=2)=[CH:18][C:17]([CH2:21][NH:34][CH2:33][CH2:31][OH:32])=[CH:16][CH:15]=3)=[C:8]2[C:4]=1[CH2:5][NH:6][C:7]2=[O:30])[CH3:2]. (5) The catalyst class is: 37. Reactant: [CH:1]1([C@H:4]2[C@H:13]([CH3:14])[C@@H:12]([NH:15][C:16]3[C:21]([O:22]C)=[CH:20][CH:19]=[CH:18][N:17]=3)[C:11]3[C:6](=[CH:7][CH:8]=[C:9]([F:24])[CH:10]=3)[N:5]2[C:25](=[O:27])[CH3:26])[CH2:3][CH2:2]1.[I-].[Li+]. Product: [CH:1]1([C@H:4]2[C@H:13]([CH3:14])[C@@H:12]([NH:15][C:16]3[C:21]([OH:22])=[CH:20][CH:19]=[CH:18][N:17]=3)[C:11]3[C:6](=[CH:7][CH:8]=[C:9]([F:24])[CH:10]=3)[N:5]2[C:25](=[O:27])[CH3:26])[CH2:2][CH2:3]1. (6) Reactant: [CH3:1][C:2]1[CH:3]=[C:4]([CH:7]=[CH:8][N:9]=1)[C:5]#[N:6].Br[CH2:11][C:12](=O)[CH3:13].C(=O)([O-])O.[Na+].C(#N)C. Product: [CH3:13][C:12]1[CH:1]=[C:2]2[N:9]([CH:11]=1)[CH:8]=[CH:7][C:4]([C:5]#[N:6])=[CH:3]2. The catalyst class is: 6. (7) Reactant: [Cl:1][C:2]1[C:3](=[O:19])[NH:4][C:5]([CH3:18])=[CH:6][C:7]=1[O:8][CH2:9][C:10]1[CH:15]=[CH:14][C:13]([F:16])=[CH:12][C:11]=1[F:17].Br[CH2:21][C:22]1[N:23]=[CH:24][C:25]([C:28]([O:30][CH2:31][CH3:32])=[O:29])=[N:26][CH:27]=1.[H-].[Na+]. Product: [Cl:1][C:2]1[C:3](=[O:19])[N:4]([CH2:21][C:22]2[N:23]=[CH:24][C:25]([C:28]([O:30][CH2:31][CH3:32])=[O:29])=[N:26][CH:27]=2)[C:5]([CH3:18])=[CH:6][C:7]=1[O:8][CH2:9][C:10]1[CH:15]=[CH:14][C:13]([F:16])=[CH:12][C:11]=1[F:17]. The catalyst class is: 1.